Dataset: Full USPTO retrosynthesis dataset with 1.9M reactions from patents (1976-2016). Task: Predict the reactants needed to synthesize the given product. Given the product [F:4][C:5]1[C:10]([O:11][CH3:12])=[C:9]([O:13][CH3:14])[CH:8]=[CH:7][C:6]=1[C:15]([OH:17])([CH3:1])[CH3:16], predict the reactants needed to synthesize it. The reactants are: [CH3:1][Mg]Cl.[F:4][C:5]1[C:10]([O:11][CH3:12])=[C:9]([O:13][CH3:14])[CH:8]=[CH:7][C:6]=1[C:15](=[O:17])[CH3:16].[NH4+].[Cl-].